From a dataset of Reaction yield outcomes from USPTO patents with 853,638 reactions. Predict the reaction yield, written as a fraction of the theoretical maximum amount of product (1.0 means a 100% yield; for example, 0.34 means a 34% yield). (1) The reactants are [C:1]([OH:9])(=[O:8])[C:2]1[CH:7]=[CH:6][CH:5]=[CH:4][CH:3]=1.C(N(C(C)C)CC)(C)C.ClC1C=C(Cl)C=C(Cl)C=1C(Cl)=O.O[C@@H:32]1[CH2:37][C@@H:36]([CH2:38][CH2:39][CH2:40][CH:41]=[CH2:42])[O:35][C@:34]([C@@H:45]2[CH2:49][S:48][C:47](=[O:50])[N:46]2[CH2:51][C:52]2[CH:57]=[CH:56][C:55]([O:58][CH3:59])=[CH:54][CH:53]=2)([O:43][CH3:44])[CH2:33]1. The catalyst is C1(C)C=CC=CC=1.CN(C1C=CN=CC=1)C.CCOCC. The product is [C:1]([O:9][C@@H:32]1[CH2:37][C@@H:36]([CH2:38][CH2:39][CH2:40][CH:41]=[CH2:42])[O:35][C@@:34]([O:43][CH3:44])([C@@H:45]2[CH2:49][S:48][C:47](=[O:50])[N:46]2[CH2:51][C:52]2[CH:53]=[CH:54][C:55]([O:58][CH3:59])=[CH:56][CH:57]=2)[CH2:33]1)(=[O:8])[C:2]1[CH:7]=[CH:6][CH:5]=[CH:4][CH:3]=1. The yield is 0.810. (2) The reactants are [Br:1][C:2]1[C:3]([C:7]#[N:8])=[N:4][NH:5][CH:6]=1.[O:9]1[CH:14]=[CH:13][CH2:12][CH2:11][CH2:10]1.[H-].[Na+]. The catalyst is C(O)(C(F)(F)F)=O. The product is [Br:1][C:2]1[CH:6]=[N:5][N:4]([CH:10]2[CH2:11][CH2:12][CH2:13][CH2:14][O:9]2)[C:3]=1[C:7]#[N:8]. The yield is 0.400. (3) The reactants are O.[OH-].[Li+].C[O:5][C:6](=[O:25])[CH:7]([CH2:12][C:13]([N:15]1[CH2:24][CH2:23][C:22]2[C:17](=[CH:18][CH:19]=[CH:20][CH:21]=2)[CH2:16]1)=[O:14])[CH2:8][CH:9]([CH3:11])[CH3:10].[Cl-].[Na+]. The catalyst is O.O1CCCC1.CO. The product is [CH2:16]1[C:17]2[C:22](=[CH:21][CH:20]=[CH:19][CH:18]=2)[CH2:23][CH2:24][N:15]1[C:13](=[O:14])[CH2:12][CH:7]([CH2:8][CH:9]([CH3:10])[CH3:11])[C:6]([OH:25])=[O:5]. The yield is 0.120. (4) The reactants are C(O)C.[Na].[CH3:5][O:6][C:7]1[CH:8]=[C:9]([CH2:15][C:16]#[N:17])[CH:10]=[CH:11][C:12]=1[O:13][CH3:14].[C:18](=O)([O:22]CC)[O:19][CH2:20][CH3:21]. The catalyst is C1(C)C=CC=CC=1.C(OCC)(=O)C.CCCCCC. The product is [CH2:20]([O:19][C:18](=[O:22])[CH:15]([C:16]#[N:17])[C:9]1[CH:10]=[CH:11][C:12]([O:13][CH3:14])=[C:7]([O:6][CH3:5])[CH:8]=1)[CH3:21]. The yield is 0.490. (5) The reactants are [Cl:1][C:2]1[C:3]([CH2:8][NH:9][C:10]([C@@H:12]2[O:17][CH2:16][C@H:15]3[CH2:18][CH2:19][C:20](=[O:21])[N:14]3[CH2:13]2)=O)=[N:4][CH:5]=[CH:6][N:7]=1.P(Cl)(Cl)(Cl)(Cl)Cl.C([O-])(O)=O.[Na+]. The catalyst is CC#N. The product is [Cl:1][C:2]1[C:3]2[N:4]([C:10]([C@@H:12]3[O:17][CH2:16][C@H:15]4[CH2:18][CH2:19][C:20](=[O:21])[N:14]4[CH2:13]3)=[N:9][CH:8]=2)[CH:5]=[CH:6][N:7]=1. The yield is 0.530.